From a dataset of Forward reaction prediction with 1.9M reactions from USPTO patents (1976-2016). Predict the product of the given reaction. (1) Given the reactants [OH:1][C@H:2]([C@H:6]1[C@@H:11]([NH:12][C:13](=[O:28])[CH2:14][NH:15][C:16](=[O:27])[C:17]2[CH:22]=[CH:21][CH:20]=[C:19]([C:23]([F:26])([F:25])[F:24])[CH:18]=2)[CH2:10][CH2:9][C@@H:8]([NH:29]C(=O)OC(C)(C)C)[CH2:7]1)[CH:3]([CH3:5])[CH3:4].C(O)(C(F)(F)F)=O, predict the reaction product. The product is: [NH2:29][C@@H:8]1[CH2:9][CH2:10][C@H:11]([NH:12][C:13](=[O:28])[CH2:14][NH:15][C:16](=[O:27])[C:17]2[CH:22]=[CH:21][CH:20]=[C:19]([C:23]([F:26])([F:25])[F:24])[CH:18]=2)[C@H:6]([C@@H:2]([OH:1])[CH:3]([CH3:4])[CH3:5])[CH2:7]1. (2) Given the reactants Cl[C:2]1[C:11]2=[N:12][N:13](CC3C=CC(OC)=CC=3)[CH:14]=[C:10]2[C:9]2[CH:8]=[CH:7][CH:6]=[CH:5][C:4]=2[N:3]=1.[CH3:24][O:25][C:26]1[CH:27]=[C:28]([CH:30]=[C:31]([O:35][CH3:36])[C:32]=1[O:33][CH3:34])[NH2:29].Cl, predict the reaction product. The product is: [CH:14]1[NH:13][N:12]=[C:11]2[C:10]=1[C:9]1[CH:8]=[CH:7][CH:6]=[CH:5][C:4]=1[N:3]=[C:2]2[NH:29][C:28]1[CH:30]=[C:31]([O:35][CH3:36])[C:32]([O:33][CH3:34])=[C:26]([O:25][CH3:24])[CH:27]=1. (3) Given the reactants [OH:1][C:2]([CH3:28])([CH3:27])[CH2:3][O:4][C:5]1[CH:10]=[CH:9][C:8]([C:11]2[S:12][C:13]([C:17]([O:19]CC)=[O:18])=[C:14]([CH3:16])[N:15]=2)=[CH:7][C:6]=1[N:22]1[CH:26]=[N:25][N:24]=[N:23]1.[OH-].[Na+].Cl.O, predict the reaction product. The product is: [OH:1][C:2]([CH3:28])([CH3:27])[CH2:3][O:4][C:5]1[CH:10]=[CH:9][C:8]([C:11]2[S:12][C:13]([C:17]([OH:19])=[O:18])=[C:14]([CH3:16])[N:15]=2)=[CH:7][C:6]=1[N:22]1[CH:26]=[N:25][N:24]=[N:23]1.